Dataset: B-cell epitopes from IEDB database with 3,159 antigens for binding position prediction. Task: Token-level Classification. Given an antigen amino acid sequence, predict which amino acid positions are active epitope sites capable of antibody binding. Output is a list of indices for active positions. (1) Given the antigen sequence: MSLLTEVKTPTRNGWECKCSDSSDPLVIAASIIGILHLILWILDRLFFKCIYRRLKYGLKRGPSTEGVPESMREEYRQEQQSAVDVDDGHFVNIELE, which amino acid positions are active epitope sites? The epitope positions are: [1, 2, 3, 4, 5, 6, 7, 8, 9, 10, 11, 12, 13, 14, 15, 16, 17, 18, 19, 20... (23 total positions)]. The amino acids at these positions are: SLLTEVKTPTRNGWECKCSDSSD. (2) Given the antigen sequence: MGAFTFKHSFFGSFVECSGVLQTVFIFLLIPCCLADKRAPPLIPNVPLLWVWNAPTEFCIGGTNQPLDMSFFSIVGTPRKNITGQSITLYYVDRLGYYPYIDPHTGAIVHGGLPQLMNLQQHLRKSRQDILFYMPTDSVGLAVIDWEEWRPTWTRNWRPKDIYRNKSIELVKSQHPQYNHSYAVAVAKRDFERTGKAFMLETLKLGKSLRPSSLWGYYLFPDCYNTHFTKPNYDGHCPPIELQRNNDLQWLWNDSTALYPSVYLTSRVRSSQNGALYVRNRVHESIRVSKLMDDKNPLPIYVYIRLVFTDQTTTFLELDDLVHSVGEIVPLGVSGIIIWGSLSLTRSLVSCIGLENYMKGTLLPYLINVTLAAKMCGQVLCKNQGICTRKDWNTNTYLHLNATNFDIELQQNGKFVVHGKPSLEDLQEFSKNFHCSCYTNVACKDRLDVHNVRSVNVCTANNICIDAVLNFPSLDDDDEPPITDDTSQNQDSISDITSSA..., which amino acid positions are active epitope sites? The epitope positions are: [458, 459, 460, 461, 462, 463, 464, 465, 466, 467, 468, 469, 470, 471, 472, 473, 474, 475, 476, 477... (21 total positions)]. The amino acids at these positions are: TANNICIDAVLNFPSLDDDDE. (3) Given the antigen sequence: MKNNLRYGIRKHKLGAASVFLGTMIVVGMGQDKEAAASEQKTTTVEENGNSATDNKTSETQTTATNVNHIEETQSYNATVTEQPSNATQVTTEEAPKAVQAPQTAQPANIETVKEEVVKEEAKPQVKETTQSQDNSGDQRQVDLTPKKATQNQVAETQVEVAQPRTASESKPRVTRSADVAEAKEASNAKVETGTDVTSKVTVEIGSIEGHNNTNKVEPHAGQRAVLKYKLKFENGLHQGDYFDFTLSNNVNTHGVSTARKVPEIKNGSVVMATGEVLEGGKIRYTFTNDIEDKVDVTAELEINLFIDPKTVQTNGNQTITSTLNEEQTSKELDVKYKDGIGNYYANLNGSIETFNKANNRFSHVAFIKPNNGKTTSVTVTGTLMKGSNQNGNQPKVRIFEYLGNNEDIAKSVYANTTDTSKFKEVTSNMSGNLNLQNNGSYSLNIENLDKTYVVHYDGEYLNGTDEVDFRTQMVGHPEQLYKYYYDRGYTLTWDNGLVL..., which amino acid positions are active epitope sites? The epitope positions are: [130, 131, 132, 133, 134, 135, 136, 137, 138, 139, 140, 141, 142, 143, 144, 145, 146, 147]. The amino acids at these positions are: QSQDNSGDQRQVDLTPKK. (4) Given the antigen sequence: ANKGSKATERLKKKLSEQESLLLLMSPSMAFRVHSRNGKSYTFLISSDYERAEWRENIREQQKKCFRSFSLTSVELQMLTNSCVKLQTVHSIPLTINKEDDESPGLYGFLNVIVHSATGFKQSSKALQRPVASDFEPQGLSEAARWNSKENLLAGPSENDPNLFVALYDFVASGDNTLSITKGEKLRVLGYNHNGEWCEAQTKNGQGWVPSNYITPVNSLEKHSWYHGPVSRNAAEYLLSSGINGSFLVRESESSPGQRSISLRYEGRVYHYRINTASDGKLYVSSESRFNTLAELVHHHSTVADGLITTLHYPAPKRNKPTVYGVSPNYDK, which amino acid positions are active epitope sites? The epitope positions are: [116, 117, 118, 119, 120, 121, 122, 123, 124, 125, 126, 127, 128, 129, 130, 131, 132]. The amino acids at these positions are: ATGFKQSSKALQRPVAS.